From a dataset of Peptide-MHC class II binding affinity with 134,281 pairs from IEDB. Regression. Given a peptide amino acid sequence and an MHC pseudo amino acid sequence, predict their binding affinity value. This is MHC class II binding data. (1) The peptide sequence is HKETILLKLSTVLDT. The MHC is H-2-IAb with pseudo-sequence H-2-IAb. The binding affinity (normalized) is 0. (2) The peptide sequence is WSEIQTLKPNLIGPF. The MHC is DRB1_0301 with pseudo-sequence DRB1_0301. The binding affinity (normalized) is 0.163. (3) The binding affinity (normalized) is 0.893. The MHC is HLA-DQA10102-DQB10602 with pseudo-sequence HLA-DQA10102-DQB10602. The peptide sequence is INFPTAAAIAYGLDR. (4) The peptide sequence is DDCVVRPIDDRFGLA. The MHC is HLA-DQA10501-DQB10402 with pseudo-sequence HLA-DQA10501-DQB10402. The binding affinity (normalized) is 0.447. (5) The peptide sequence is GEPGIAAFVGEQGPK. The MHC is H-2-IAq with pseudo-sequence H-2-IAq. The binding affinity (normalized) is 0.149. (6) The peptide sequence is STGEAHLAEENEGDN. The MHC is DRB1_0404 with pseudo-sequence DRB1_0404. The binding affinity (normalized) is 0. (7) The peptide sequence is EPAYFATAESVRDHL. The MHC is HLA-DQA10301-DQB10302 with pseudo-sequence HLA-DQA10301-DQB10302. The binding affinity (normalized) is 0.410. (8) The peptide sequence is KIPGGAMYADDTAGWDT. The MHC is DRB1_0101 with pseudo-sequence DRB1_0101. The binding affinity (normalized) is 0.390. (9) The peptide sequence is GVWTFDSEEPLQGPF. The MHC is DRB1_0401 with pseudo-sequence DRB1_0401. The binding affinity (normalized) is 0.632.